This data is from Catalyst prediction with 721,799 reactions and 888 catalyst types from USPTO. The task is: Predict which catalyst facilitates the given reaction. (1) Reactant: [N:1]12[CH2:8][CH2:7][CH:4]([CH2:5][CH2:6]1)[C@@H:3]([O:9][C:10]([C:12]1([C:19]3[CH:24]=[CH:23][CH:22]=[CH:21][CH:20]=3)[CH2:18][CH2:17][CH2:16][CH2:15][CH2:14][CH2:13]1)=[O:11])[CH2:2]2.[Cl:25][CH2:26][C:27]([NH:29][C:30]1[CH:35]=[CH:34][N:33]=[C:32]([CH3:36])[N:31]=1)=[O:28]. Product: [Cl-:25].[CH3:36][C:32]1[N:31]=[C:30]([NH:29][C:27]([CH2:26][N+:1]23[CH2:8][CH2:7][CH:4]([CH2:5][CH2:6]2)[C@@H:3]([O:9][C:10]([C:12]2([C:19]4[CH:20]=[CH:21][CH:22]=[CH:23][CH:24]=4)[CH2:18][CH2:17][CH2:16][CH2:15][CH2:14][CH2:13]2)=[O:11])[CH2:2]3)=[O:28])[CH:35]=[CH:34][N:33]=1. The catalyst class is: 23. (2) Reactant: C([O:4][CH2:5][C:6]([N:8]1[CH2:13][CH2:12][CH:11]([C:14]2[C:19]([C:20]#[N:21])=[C:18]([S:22][CH2:23][C:24]3[N:25]=[C:26]([C:29]4[CH:34]=[CH:33][C:32]([Cl:35])=[CH:31][CH:30]=4)[S:27][CH:28]=3)[N:17]=[C:16]([NH2:36])[C:15]=2[C:37]#[N:38])[CH2:10][CH2:9]1)=[O:7])(=O)C.[OH-].[Li+]. Product: [NH2:36][C:16]1[C:15]([C:37]#[N:38])=[C:14]([CH:11]2[CH2:12][CH2:13][N:8]([C:6](=[O:7])[CH2:5][OH:4])[CH2:9][CH2:10]2)[C:19]([C:20]#[N:21])=[C:18]([S:22][CH2:23][C:24]2[N:25]=[C:26]([C:29]3[CH:34]=[CH:33][C:32]([Cl:35])=[CH:31][CH:30]=3)[S:27][CH:28]=2)[N:17]=1. The catalyst class is: 38.